Dataset: Peptide-MHC class I binding affinity with 185,985 pairs from IEDB/IMGT. Task: Regression. Given a peptide amino acid sequence and an MHC pseudo amino acid sequence, predict their binding affinity value. This is MHC class I binding data. (1) The peptide sequence is ITLFPSYQL. The MHC is HLA-B46:01 with pseudo-sequence HLA-B46:01. The binding affinity (normalized) is 0.0847. (2) The peptide sequence is ADSLDFTQV. The MHC is HLA-B40:01 with pseudo-sequence HLA-B40:01. The binding affinity (normalized) is 0. (3) The peptide sequence is DWTDGSRGYR. The MHC is HLA-A31:01 with pseudo-sequence HLA-A31:01. The binding affinity (normalized) is 0.369. (4) The peptide sequence is YYWPRPRRY. The MHC is HLA-B15:42 with pseudo-sequence HLA-B15:42. The binding affinity (normalized) is 0.213. (5) The peptide sequence is LMAEDLANV. The MHC is HLA-A26:01 with pseudo-sequence HLA-A26:01. The binding affinity (normalized) is 0.0847.